Dataset: Catalyst prediction with 721,799 reactions and 888 catalyst types from USPTO. Task: Predict which catalyst facilitates the given reaction. (1) Reactant: [C:1]([O:5][C:6]([N:8]([C:13]1[CH:21]=[CH:20][C:16]([C:17](O)=[O:18])=[CH:15][C:14]=1[O:22][CH2:23][CH:24]1[CH2:26][CH2:25]1)[S:9]([CH3:12])(=[O:11])=[O:10])=[O:7])([CH3:4])([CH3:3])[CH3:2].CN(C(ON1N=NC2C=CC=NC1=2)=[N+](C)C)C.F[P-](F)(F)(F)(F)F.CN1CCOCC1.[SH:58][CH2:59][C:60]([OH:62])=[O:61]. Product: [C:1]([O:5][C:6]([N:8]([C:13]1[CH:21]=[CH:20][C:16]([C:17]([S:58][CH2:59][C:60]([OH:62])=[O:61])=[O:18])=[CH:15][C:14]=1[O:22][CH2:23][CH:24]1[CH2:25][CH2:26]1)[S:9]([CH3:12])(=[O:11])=[O:10])=[O:7])([CH3:4])([CH3:2])[CH3:3]. The catalyst class is: 3. (2) Reactant: [Cl:1][C:2]1[C:10]2[N:9]=[C:8]3[N:11]([C:15]4[CH:20]=[CH:19][C:18]([Cl:21])=[CH:17][C:16]=4[Cl:22])[CH2:12][CH2:13][CH2:14][N:7]3[C:6]=2[C:5]([CH:23]([N:26](CC)[C:27](=O)[C:28](F)(F)F)[CH2:24][CH3:25])=[CH:4][CH:3]=1.[BH4-].[Na+].O. Product: [Cl:1][C:2]1[C:10]2[N:9]=[C:8]3[N:11]([C:15]4[CH:20]=[CH:19][C:18]([Cl:21])=[CH:17][C:16]=4[Cl:22])[CH2:12][CH2:13][CH2:14][N:7]3[C:6]=2[C:5]([CH:23]([NH:26][CH2:27][CH3:28])[CH2:24][CH3:25])=[CH:4][CH:3]=1. The catalyst class is: 8.